This data is from Forward reaction prediction with 1.9M reactions from USPTO patents (1976-2016). The task is: Predict the product of the given reaction. (1) The product is: [N:35]1[O:36][N:37]=[C:33]2[CH:32]=[C:31]([CH2:30][N:11]3[C:10]4[CH:12]=[CH:13][C:14]([O:16][CH2:17][C:18]5[CH:27]=[CH:26][C:25]6[C:20](=[CH:21][CH:22]=[CH:23][CH:24]=6)[N:19]=5)=[CH:15][C:9]=4[N:8]=[C:7]3[CH2:6][C:2]([CH3:28])([CH3:1])[C:3]([OH:5])=[O:4])[CH:39]=[CH:38][C:34]=12. Given the reactants [CH3:1][C:2]([CH3:28])([CH2:6][C:7]1[NH:11][C:10]2[CH:12]=[CH:13][C:14]([O:16][CH2:17][C:18]3[CH:27]=[CH:26][C:25]4[C:20](=[CH:21][CH:22]=[CH:23][CH:24]=4)[N:19]=3)=[CH:15][C:9]=2[N:8]=1)[C:3]([OH:5])=[O:4].Br[CH2:30][C:31]1[CH:39]=[CH:38][C:34]2=[N:35][O:36][N:37]=[C:33]2[CH:32]=1.C(=O)([O-])[O-].[K+].[K+], predict the reaction product. (2) The product is: [CH:15]([C:6]1[C:5]2[CH:18]=[CH:19][C:2]([C:24]3[CH:23]=[N:22][N:21]([CH3:20])[CH:25]=3)=[CH:3][C:4]=2[C:13]2[C:12](=[O:14])[NH:11][CH:10]=[CH:9][C:8]=2[N:7]=1)([CH3:17])[CH3:16]. Given the reactants Br[C:2]1[CH:19]=[CH:18][C:5]2[C:6]([CH:15]([CH3:17])[CH3:16])=[N:7][C:8]3[CH:9]=[CH:10][NH:11][C:12](=[O:14])[C:13]=3[C:4]=2[CH:3]=1.[CH3:20][N:21]1[CH:25]=[C:24](B2OC(C)(C)C(C)(C)O2)[CH:23]=[N:22]1.C(=O)([O-])[O-].[Na+].[Na+], predict the reaction product. (3) Given the reactants [NH2:1][C:2]1[CH:7]=[CH:6][C:5]([Br:8])=[CH:4][N:3]=1.[CH3:9][C:10](=O)[CH2:11][CH2:12][C:13](=O)[CH3:14], predict the reaction product. The product is: [Br:8][C:5]1[CH:6]=[CH:7][C:2]([N:1]2[C:13]([CH3:14])=[CH:12][CH:11]=[C:10]2[CH3:9])=[N:3][CH:4]=1. (4) Given the reactants [Si]([O:8][CH2:9][CH:10]1[CH2:21][CH2:20][C:19]2[S:18][C:17]3[C:12](=[C:13]([O:22][CH:23]4[CH2:28][CH2:27][CH:26]([N:29]5[CH2:34][CH2:33][O:32][CH2:31][CH2:30]5)[CH2:25][CH2:24]4)[N:14]=[CH:15][N:16]=3)[C:11]1=2)(C(C)(C)C)(C)C.Cl, predict the reaction product. The product is: [N:29]1([CH:26]2[CH2:25][CH2:24][CH:23]([O:22][C:13]3[N:14]=[CH:15][N:16]=[C:17]4[C:12]=3[C:11]3[CH:10]([CH2:9][OH:8])[CH2:21][CH2:20][C:19]=3[S:18]4)[CH2:28][CH2:27]2)[CH2:30][CH2:31][O:32][CH2:33][CH2:34]1. (5) Given the reactants Cl[CH2:2][C:3]1[S:7][C:6]([NH:8][C:9](=[O:11])[CH3:10])=[N:5][CH:4]=1.[O:12]([CH:19]1[CH2:24][CH2:23][NH:22][CH2:21][CH2:20]1)[C:13]1[CH:18]=[CH:17][CH:16]=[CH:15][CH:14]=1, predict the reaction product. The product is: [O:12]([CH:19]1[CH2:24][CH2:23][N:22]([CH2:2][C:3]2[S:7][C:6]([NH:8][C:9](=[O:11])[CH3:10])=[N:5][CH:4]=2)[CH2:21][CH2:20]1)[C:13]1[CH:14]=[CH:15][CH:16]=[CH:17][CH:18]=1. (6) Given the reactants [CH:1](=O)[C:2]1[C:3](=[CH:5][CH:6]=[CH:7][CH:8]=1)[OH:4].[C:10]1([NH2:17])[CH:15]=[CH:14][CH:13]=[CH:12][C:11]=1[NH2:16].S(S([O-])=O)([O-])(=O)=O.[Na+].[Na+], predict the reaction product. The product is: [OH:4][C:3]1[CH:5]=[CH:6][CH:7]=[CH:8][C:2]=1[C:1]1[NH:16][C:11]2[CH:12]=[CH:13][CH:14]=[CH:15][C:10]=2[N:17]=1. (7) Given the reactants [NH2:1][C:2]1[CH:3]=[CH:4][C:5]([O:11][CH3:12])=[C:6]([CH:10]=1)[C:7]([OH:9])=[O:8].[F:13][C:14]1[C:21]([F:22])=[C:20]([C:23]([F:26])([F:25])[F:24])[C:19]([F:27])=[C:18]([F:28])[C:15]=1[CH2:16]Br, predict the reaction product. The product is: [CH3:12][O:11][C:5]1[CH:4]=[CH:3][C:2]([NH:1][CH2:16][C:15]2[C:18]([F:28])=[C:19]([F:27])[C:20]([C:23]([F:24])([F:26])[F:25])=[C:21]([F:22])[C:14]=2[F:13])=[CH:10][C:6]=1[C:7]([OH:9])=[O:8]. (8) Given the reactants [Cl:1][C:2]1[CH:11]=[CH:10][C:9]2[NH:8][C:7](=O)[C:6]3[N:13]=[CH:14][N:15]([CH3:16])[C:5]=3[C:4]=2[CH:3]=1.O=P(Cl)(Cl)[Cl:19], predict the reaction product. The product is: [Cl:19][C:7]1[C:6]2[N:13]=[CH:14][N:15]([CH3:16])[C:5]=2[C:4]2[CH:3]=[C:2]([Cl:1])[CH:11]=[CH:10][C:9]=2[N:8]=1. (9) Given the reactants [Cl:1][C:2]1[CH:7]=[CH:6][C:5]([C:8]2[CH:13]=[C:12]([C:14]([F:17])([F:16])[F:15])[N:11]3[N:18]=[CH:19][C:20](I)=[C:10]3[N:9]=2)=[CH:4][C:3]=1[CH3:22].[CH3:23][Si:24]([C:27]#[CH:28])([CH3:26])[CH3:25].C(N(CC)CC)C, predict the reaction product. The product is: [Cl:1][C:2]1[CH:7]=[CH:6][C:5]([C:8]2[CH:13]=[C:12]([C:14]([F:17])([F:16])[F:15])[N:11]3[N:18]=[CH:19][C:20]([C:28]#[C:27][Si:24]([CH3:26])([CH3:25])[CH3:23])=[C:10]3[N:9]=2)=[CH:4][C:3]=1[CH3:22]. (10) Given the reactants [F:1][C:2]([F:7])([F:6])[C:3]([OH:5])=[O:4].C(OC(=O)[NH:14][C@@H:15]1[CH2:19][CH2:18][N:17]([C:20]2[N:28]=[C:27]3[C:23]([N:24]=[CH:25][N:26]3[C@H:29]3[C@H:33]([OH:34])[C@H:32]([OH:35])[C@@H:31]([C:36]4[O:40][N:39]=[C:38]([CH2:41][CH3:42])[CH:37]=4)[O:30]3)=[C:22]([NH:43][CH2:44][CH:45]([C:52]3[CH:57]=[CH:56][CH:55]=[CH:54][CH:53]=3)[C:46]3[CH:51]=[CH:50][CH:49]=[CH:48][CH:47]=3)[N:21]=2)[CH2:16]1)(C)(C)C.C(OC(=O)N[C@@H]1CCNC1)(C)(C)C, predict the reaction product. The product is: [F:1][C:2]([F:7])([F:6])[C:3]([OH:5])=[O:4].[NH2:14][C@@H:15]1[CH2:19][CH2:18][N:17]([C:20]2[N:28]=[C:27]3[C:23]([N:24]=[CH:25][N:26]3[C@H:29]3[C@H:33]([OH:34])[C@H:32]([OH:35])[C@@H:31]([C:36]4[O:40][N:39]=[C:38]([CH2:41][CH3:42])[CH:37]=4)[O:30]3)=[C:22]([NH:43][CH2:44][CH:45]([C:46]3[CH:47]=[CH:48][CH:49]=[CH:50][CH:51]=3)[C:52]3[CH:53]=[CH:54][CH:55]=[CH:56][CH:57]=3)[N:21]=2)[CH2:16]1.